The task is: Predict the product of the given reaction.. This data is from Forward reaction prediction with 1.9M reactions from USPTO patents (1976-2016). Given the reactants [Cl:1][C:2]1[C:7]([N:8]([CH3:41])[C:9]2[CH:17]=[C:16]3[C:12]([C:13]([CH2:31][N:32](C)[C:33](=O)OC(C)(C)C)=[CH:14][N:15]3[S:18]([C:21]3[CH:26]=[CH:25][CH:24]=[C:23]([C:27]([F:30])([F:29])[F:28])[CH:22]=3)(=[O:20])=[O:19])=[CH:11][CH:10]=2)=[CH:6][CH:5]=[C:4]([O:42][CH3:43])[N:3]=1, predict the reaction product. The product is: [ClH:1].[Cl:1][C:2]1[C:7]([N:8]([CH3:41])[C:9]2[CH:17]=[C:16]3[C:12]([C:13]([CH2:31][NH:32][CH3:33])=[CH:14][N:15]3[S:18]([C:21]3[CH:26]=[CH:25][CH:24]=[C:23]([C:27]([F:29])([F:30])[F:28])[CH:22]=3)(=[O:19])=[O:20])=[CH:11][CH:10]=2)=[CH:6][CH:5]=[C:4]([O:42][CH3:43])[N:3]=1.